Dataset: Full USPTO retrosynthesis dataset with 1.9M reactions from patents (1976-2016). Task: Predict the reactants needed to synthesize the given product. (1) Given the product [NH2:1][C:2]1[N:10]=[C:9]([O:11][CH2:12][CH2:13][O:14][CH3:15])[N:8]=[C:7]2[C:3]=1[N:4]([CH2:42][C:41]1[CH:44]=[CH:45][C:38]([O:37][CH3:36])=[CH:39][CH:40]=1)[C:5](=[O:29])[N:6]2[CH2:16][C:17]1[CH:22]=[CH:21][CH:20]=[C:19]([CH2:23][N:24]2[CH2:25][CH2:26][CH2:27][CH2:28]2)[CH:18]=1, predict the reactants needed to synthesize it. The reactants are: [NH2:1][C:2]1[N:10]=[C:9]([O:11][CH2:12][CH2:13][O:14][CH3:15])[N:8]=[C:7]2[C:3]=1[N:4]=[C:5]([OH:29])[N:6]2[CH2:16][C:17]1[CH:22]=[CH:21][CH:20]=[C:19]([CH2:23][N:24]2[CH2:28][CH2:27][CH2:26][CH2:25]2)[CH:18]=1.C(=O)([O-])[O-].[K+].[K+].[CH3:36][O:37][C:38]1[CH:45]=[CH:44][C:41]([CH2:42]Cl)=[CH:40][CH:39]=1. (2) The reactants are: [Br:1][C:2]1[CH:15]=[C:14]2[C:5]([O:6][C:7]3[C:8]([F:25])=[CH:9][C:10]([O:23][CH3:24])=[CH:11][C:12]=3[C:13]2([CH2:17][C:18](OCC)=[O:19])O)=[CH:4][CH:3]=1.[N:26]([Si](C)(C)C)=[N+]=[N-].C([O+]([B-](F)(F)F)CC)C.N(C1(CC(OCC)=O)C2C=C(Cl)N=CC=2OC2C1=CC(Br)=CC=2)=[N+]=[N-].[H-].[H-].[H-].[H-].[Li+].[Al+3]. Given the product [NH2:26][C:13]1([CH2:17][CH2:18][OH:19])[C:12]2[CH:11]=[C:10]([O:23][CH3:24])[CH:9]=[C:8]([F:25])[C:7]=2[O:6][C:5]2[C:14]1=[CH:15][C:2]([Br:1])=[CH:3][CH:4]=2, predict the reactants needed to synthesize it. (3) Given the product [O:1]1[C:5]2([CH2:10][CH2:9][CH2:8][CH2:7][CH:6]2[C:11]([Cl:19])=[O:13])[O:4][CH2:3][CH2:2]1, predict the reactants needed to synthesize it. The reactants are: [O:1]1[C:5]2([CH2:10][CH2:9][CH2:8][CH2:7][CH:6]2[C:11]([OH:13])=O)[O:4][CH2:3][CH2:2]1.C[O-].[Na+].S(Cl)([Cl:19])=O. (4) Given the product [C:17]([O:16][C:14](=[O:15])[NH:13][CH:11]([C:10]1[CH:9]=[CH:8][C:4]([C:5](=[O:7])[NH:28][C:27]2[CH:26]=[CH:25][N:24]=[CH:23][C:22]=2[F:21])=[CH:3][C:2]=1[Br:1])[CH3:12])([CH3:20])([CH3:19])[CH3:18], predict the reactants needed to synthesize it. The reactants are: [Br:1][C:2]1[CH:3]=[C:4]([CH:8]=[CH:9][C:10]=1[CH:11]([NH:13][C:14]([O:16][C:17]([CH3:20])([CH3:19])[CH3:18])=[O:15])[CH3:12])[C:5]([OH:7])=O.[F:21][C:22]1[CH:23]=[N:24][CH:25]=[CH:26][C:27]=1[NH2:28]. (5) Given the product [C:1]([C:3]1[CH:12]=[C:11]2[C:6]([NH:7][CH2:8][C:9](=[O:13])[N:10]2[CH2:39][C:40]([C:42]2[CH:47]=[CH:46][C:45]([Br:48])=[CH:44][CH:43]=2)=[O:41])=[CH:5][CH:4]=1)#[N:2], predict the reactants needed to synthesize it. The reactants are: [C:1]([C:3]1[CH:12]=[C:11]2[C:6]([NH:7][CH2:8][C:9](=[O:13])[NH:10]2)=[CH:5][CH:4]=1)#[N:2].C([O-])([O-])=O.[K+].[K+].C1OCCOCCOCCOCCOCCOC1.Br[CH2:39][C:40]([C:42]1[CH:47]=[CH:46][C:45]([Br:48])=[CH:44][CH:43]=1)=[O:41]. (6) Given the product [C:1]([NH:4][C:5]1[CH:6]=[C:7]([CH:11]2[C:20]([CH3:22])([CH3:21])[CH2:19][C:18]3[C:13](=[CH:14][CH:15]=[C:16]([C:23]([OH:25])=[O:24])[CH:17]=3)[NH:12]2)[CH:8]=[CH:9][CH:10]=1)(=[O:3])[CH3:2], predict the reactants needed to synthesize it. The reactants are: [C:1]([NH:4][C:5]1[CH:6]=[C:7]([CH:11]2[C:20]([CH3:22])([CH3:21])[CH2:19][C:18]3[C:13](=[CH:14][CH:15]=[C:16]([C:23]([O:25]C)=[O:24])[CH:17]=3)[NH:12]2)[CH:8]=[CH:9][CH:10]=1)(=[O:3])[CH3:2].[OH-].[Na+]. (7) Given the product [C:1]([O:5][C:6](=[O:29])[N:7]([CH:9]1[CH:13]([C:14]2[CH:19]=[CH:18][C:17]([Cl:20])=[C:16]([Cl:21])[CH:15]=2)[CH2:12][NH:11][CH2:10]1)[CH3:8])([CH3:4])([CH3:2])[CH3:3], predict the reactants needed to synthesize it. The reactants are: [C:1]([O:5][C:6](=[O:29])[N:7]([CH:9]1[CH:13]([C:14]2[CH:19]=[CH:18][C:17]([Cl:20])=[C:16]([Cl:21])[CH:15]=2)[CH2:12][N:11](CC2C=CC=CC=2)[CH2:10]1)[CH3:8])([CH3:4])([CH3:3])[CH3:2].ClC(OCC(Cl)(Cl)Cl)=O. (8) Given the product [F:8][C:9]1[CH:16]=[CH:15][C:12]([CH2:13][N:19]([CH2:18][C:12]2[CH:15]=[CH:16][C:9]([F:8])=[CH:10][CH:11]=2)[CH2:2][C:3]2[S:4][CH:5]=[CH:6][N:7]=2)=[CH:11][CH:10]=1, predict the reactants needed to synthesize it. The reactants are: N[CH2:2][C:3]1[S:4][CH:5]=[CH:6][N:7]=1.[F:8][C:9]1[CH:16]=[CH:15][C:12]([CH:13]=O)=[CH:11][CH:10]=1.[BH3-][C:18]#[N:19].[Na+]. (9) The reactants are: C(O[BH-](OC(=O)C)OC(=O)C)(=O)C.[Na+].O=[C:16]1[CH2:21][CH2:20][N:19]([C:22]([O:24][CH2:25][C:26]2[CH:31]=[CH:30][CH:29]=[CH:28][CH:27]=2)=[O:23])[CH2:18][CH2:17]1.[NH:32]1[CH2:37][CH2:36][CH:35]([O:38][CH2:39][C:40]([O:42][C:43]([CH3:46])([CH3:45])[CH3:44])=[O:41])[CH2:34][CH2:33]1.[OH-].[Na+]. Given the product [C:43]([O:42][C:40]([CH2:39][O:38][CH:35]1[CH2:34][CH2:33][N:32]([CH:16]2[CH2:21][CH2:20][N:19]([C:22]([O:24][CH2:25][C:26]3[CH:31]=[CH:30][CH:29]=[CH:28][CH:27]=3)=[O:23])[CH2:18][CH2:17]2)[CH2:37][CH2:36]1)=[O:41])([CH3:46])([CH3:44])[CH3:45], predict the reactants needed to synthesize it. (10) Given the product [F:41][C:23]([F:22])([F:40])[C:24]1[CH:25]=[C:26]([CH:27]=[C:28]([C:30]([F:33])([F:32])[F:31])[CH:29]=1)[CH2:34][S:35]([N:38]([CH2:17][C:10]1[CH:11]=[C:12]([C:13]([O:15][CH3:16])=[O:14])[N:8]([C:3]2[C:2]([Cl:1])=[CH:7][CH:6]=[CH:5][N:4]=2)[N:9]=1)[CH3:39])(=[O:36])=[O:37], predict the reactants needed to synthesize it. The reactants are: [Cl:1][C:2]1[C:3]([N:8]2[C:12]([C:13]([O:15][CH3:16])=[O:14])=[CH:11][C:10]([CH2:17]S(C)(=O)=O)=[N:9]2)=[N:4][CH:5]=[CH:6][CH:7]=1.[F:22][C:23]([F:41])([F:40])[C:24]1[CH:25]=[C:26]([CH2:34][S:35]([NH:38][CH3:39])(=[O:37])=[O:36])[CH:27]=[C:28]([C:30]([F:33])([F:32])[F:31])[CH:29]=1.C(=O)([O-])[O-].[K+].[K+].O.